From a dataset of Full USPTO retrosynthesis dataset with 1.9M reactions from patents (1976-2016). Predict the reactants needed to synthesize the given product. (1) Given the product [CH3:18][N:19]([CH3:20])[CH2:25][C:26]([N:4]1[C:5]2[C:10](=[CH:9][CH:8]=[C:7]([N+:11]([O-:13])=[O:12])[CH:6]=2)[C:2]([CH3:14])([CH3:1])[CH2:3]1)=[O:33], predict the reactants needed to synthesize it. The reactants are: [CH3:1][C:2]1([CH3:14])[C:10]2[C:5](=[CH:6][C:7]([N+:11]([O-:13])=[O:12])=[CH:8][CH:9]=2)[NH:4][CH2:3]1.C1[CH:20]=[N:19][C:18]2N(O)N=NC=2C=1.[CH2:25](Cl)[CH2:26]Cl.CN(C=[O:33])C. (2) The reactants are: [NH2:1][C:2]1[CH:11]=[C:10]([F:12])[C:9]([F:13])=[CH:8][C:3]=1[C:4]([O:6][CH3:7])=[O:5].[C:14]1(=O)[CH2:17][CH2:16][CH2:15]1.C(O)(=O)C.C(O[BH-](OC(=O)C)OC(=O)C)(=O)C.[Na+]. Given the product [CH:14]1([NH:1][C:2]2[CH:11]=[C:10]([F:12])[C:9]([F:13])=[CH:8][C:3]=2[C:4]([O:6][CH3:7])=[O:5])[CH2:17][CH2:16][CH2:15]1, predict the reactants needed to synthesize it. (3) Given the product [Cl:11][C:9]1[N:10]=[C:3]2[C:2]([NH:12][CH2:13][C:14]3[CH:15]=[C:16]([N:20]([CH3:25])[S:21]([CH3:24])(=[O:23])=[O:22])[CH:17]=[CH:18][CH:19]=3)=[CH:7][CH:6]=[CH:5][N:4]2[N:8]=1, predict the reactants needed to synthesize it. The reactants are: Br[C:2]1[C:3]2[N:4]([N:8]=[C:9]([Cl:11])[N:10]=2)[CH:5]=[CH:6][CH:7]=1.[NH2:12][CH2:13][C:14]1[CH:15]=[C:16]([N:20]([CH3:25])[S:21]([CH3:24])(=[O:23])=[O:22])[CH:17]=[CH:18][CH:19]=1. (4) Given the product [CH3:8][C:9]1[CH:14]=[CH:13][CH:12]=[CH:11][C:10]=1[C:2]1[CH:3]=[N:4][CH:5]=[N:6][CH:7]=1, predict the reactants needed to synthesize it. The reactants are: Br[C:2]1[CH:3]=[N:4][CH:5]=[N:6][CH:7]=1.[CH3:8][C:9]1[CH:14]=[CH:13][CH:12]=[CH:11][C:10]=1B(O)O.C(=O)([O-])[O-].[Na+].[Na+]. (5) Given the product [CH:14]1([C:12]([C:6]2[CH:7]=[N:8][C:9]3[C:4]([C:5]=2[NH:17][C@H:18]2[CH2:19][CH2:20][C@H:21]([CH2:24][NH:25][C:26](=[O:32])[O:27][C:28]([CH3:29])([CH3:31])[CH3:30])[CH2:22][CH2:23]2)=[CH:3][C:2]([C:38]2[CH:39]=[C:34]([Cl:33])[C:35]([OH:50])=[C:36]([Cl:49])[CH:37]=2)=[CH:11][CH:10]=3)=[O:13])[CH2:16][CH2:15]1, predict the reactants needed to synthesize it. The reactants are: Br[C:2]1[CH:3]=[C:4]2[C:9](=[CH:10][CH:11]=1)[N:8]=[CH:7][C:6]([C:12]([CH:14]1[CH2:16][CH2:15]1)=[O:13])=[C:5]2[NH:17][C@H:18]1[CH2:23][CH2:22][C@H:21]([CH2:24][NH:25][C:26](=[O:32])[O:27][C:28]([CH3:31])([CH3:30])[CH3:29])[CH2:20][CH2:19]1.[Cl:33][C:34]1[CH:39]=[C:38](B2OC(C)(C)C(C)(C)O2)[CH:37]=[C:36]([Cl:49])[C:35]=1[OH:50].